Dataset: Forward reaction prediction with 1.9M reactions from USPTO patents (1976-2016). Task: Predict the product of the given reaction. (1) Given the reactants Cl[C:2]1[N:7]=[C:6]([C:8]2[CH:13]=[C:12]([NH:14][CH:15]([CH3:17])[CH3:16])[C:11]([C:18]3[S:22][C:21]([C:23]([N:25]4[CH2:29][CH2:28][C@@H:27]([OH:30])[CH2:26]4)=[O:24])=[N:20][N:19]=3)=[CH:10][N:9]=2)[CH:5]=[CH:4][CH:3]=1.CN(C=O)C.[CH3:36][N:37]1[CH:41]=[C:40](B2OC(C)(C)C(C)(C)O2)[CH:39]=[N:38]1.C([O-])(O)=O.[Na+], predict the reaction product. The product is: [OH:30][C@@H:27]1[CH2:28][CH2:29][N:25]([C:23]([C:21]2[S:22][C:18]([C:11]3[C:12]([NH:14][CH:15]([CH3:17])[CH3:16])=[CH:13][C:8]([C:6]4[CH:5]=[CH:4][CH:3]=[C:2]([C:40]5[CH:39]=[N:38][N:37]([CH3:36])[CH:41]=5)[N:7]=4)=[N:9][CH:10]=3)=[N:19][N:20]=2)=[O:24])[CH2:26]1. (2) Given the reactants C[O:2][C:3]([C:5]1[N:6]=[C:7]([O:17][CH3:18])[C:8]2[C:13]([CH:14]=1)=[CH:12][C:11]([O:15][CH3:16])=[CH:10][CH:9]=2)=[O:4].[OH-].[Na+], predict the reaction product. The product is: [CH3:18][O:17][C:7]1[C:8]2[C:13](=[CH:12][C:11]([O:15][CH3:16])=[CH:10][CH:9]=2)[CH:14]=[C:5]([C:3]([OH:4])=[O:2])[N:6]=1. (3) Given the reactants [S:1]1[CH:5]=[CH:4][C:3]2[C:6](=O)[CH2:7][CH2:8][C:2]1=2.[Cl:10][C:11]1[CH:16]=[C:15]([N:17]=[C:18]=S)[CH:14]=[C:13]([Cl:20])[CH:12]=1.C[Si](C)(C)[Si](C)(C)C.[Li].O.[NH2:31][NH2:32], predict the reaction product. The product is: [Cl:10][C:11]1[CH:16]=[C:15]([NH:17][C:18]2[C:7]3[CH2:8][C:2]4[S:1][CH:5]=[CH:4][C:3]=4[C:6]=3[NH:32][N:31]=2)[CH:14]=[C:13]([Cl:20])[CH:12]=1. (4) The product is: [NH2:2]/[C:1](=[N:21]\[OH:22])/[CH2:3][N:4]1[CH:8]=[C:7]([C:9]([O:11][CH2:12][CH3:13])=[O:10])[CH:6]=[N:5]1. Given the reactants [C:1]([CH2:3][N:4]1[CH:8]=[C:7]([C:9]([O:11][CH2:12][CH3:13])=[O:10])[CH:6]=[N:5]1)#[N:2].C(=O)([O-])[O-].[K+].[K+].Cl.[NH2:21][OH:22], predict the reaction product. (5) Given the reactants Br[C:2]1[C:10]2[N:9]3[CH2:11][CH2:12][NH:13][C:14](=[O:15])[C:8]3=[C:7]([CH3:16])[C:6]=2[CH:5]=[C:4]([C:17]#[N:18])[CH:3]=1.[Cl:19][C:20]1[CH:25]=[CH:24][C:23](B(O)O)=[CH:22][C:21]=1[C:29]([F:32])([F:31])[F:30], predict the reaction product. The product is: [Cl:19][C:20]1[CH:25]=[CH:24][C:23]([C:2]2[C:10]3[N:9]4[CH2:11][CH2:12][NH:13][C:14](=[O:15])[C:8]4=[C:7]([CH3:16])[C:6]=3[CH:5]=[C:4]([C:17]#[N:18])[CH:3]=2)=[CH:22][C:21]=1[C:29]([F:30])([F:31])[F:32]. (6) Given the reactants [F:1][C:2]1[CH:30]=[CH:29][C:5]2[N:6]([C:16]([C:18]3[CH:19]=[CH:20][C:21]4[O:26][CH2:25][C:24](=[O:27])[NH:23][C:22]=4[CH:28]=3)=[O:17])[C@@H:7]([CH2:10][C:11]([O:13]CC)=O)[CH2:8][O:9][C:4]=2[CH:3]=1.[CH3:31][NH2:32].C(O)C, predict the reaction product. The product is: [F:1][C:2]1[CH:30]=[CH:29][C:5]2[N:6]([C:16]([C:18]3[CH:19]=[CH:20][C:21]4[O:26][CH2:25][C:24](=[O:27])[NH:23][C:22]=4[CH:28]=3)=[O:17])[C@@H:7]([CH2:10][C:11]([NH:32][CH3:31])=[O:13])[CH2:8][O:9][C:4]=2[CH:3]=1. (7) Given the reactants [CH:1]1([NH:4][C:5]2[N:6]=[N:7][C:8]([C:11]#[CH:12])=[CH:9][CH:10]=2)[CH2:3][CH2:2]1.[Cl:13][C:14]1[CH:40]=[CH:39][C:17]([C:18]([NH:20][C:21]2[CH:26]=[CH:25][C:24]([CH2:27][N:28]3[CH2:33][CH2:32][N:31]([CH3:34])[CH2:30][CH2:29]3)=[C:23]([C:35]([F:38])([F:37])[F:36])[CH:22]=2)=[O:19])=[CH:16][C:15]=1I, predict the reaction product. The product is: [Cl:13][C:14]1[CH:15]=[CH:16][C:17]([C:18]([NH:20][C:21]2[CH:26]=[CH:25][C:24]([CH2:27][N:28]3[CH2:33][CH2:32][N:31]([CH3:34])[CH2:30][CH2:29]3)=[C:23]([C:35]([F:37])([F:36])[F:38])[CH:22]=2)=[O:19])=[CH:39][C:40]=1[C:12]#[C:11][C:8]1[N:7]=[N:6][C:5]([NH:4][CH:1]2[CH2:3][CH2:2]2)=[CH:10][CH:9]=1. (8) Given the reactants [CH:1]1([N:5]2[C:9]3[N:10]=[CH:11][N:12]=[C:13]([NH2:14])[C:8]=3[C:7](I)=[CH:6]2)[CH2:4][CH2:3][CH2:2]1.[C:16]1([C:22]2[CH:31]=[CH:30][C:29]3[C:24](=[CH:25][C:26](B4OC(C)(C)C(C)(C)C4)=[CH:27][CH:28]=3)[N:23]=2)[CH:21]=[CH:20][CH:19]=[CH:18][CH:17]=1.C([O-])([O-])=O.[Na+].[Na+].O, predict the reaction product. The product is: [CH:1]1([N:5]2[C:9]3[N:10]=[CH:11][N:12]=[C:13]([NH2:14])[C:8]=3[C:7]([C:26]3[CH:25]=[C:24]4[C:29]([CH:30]=[CH:31][C:22]([C:16]5[CH:21]=[CH:20][CH:19]=[CH:18][CH:17]=5)=[N:23]4)=[CH:28][CH:27]=3)=[CH:6]2)[CH2:4][CH2:3][CH2:2]1. (9) Given the reactants [Br:1][C:2]1[CH:7]=[CH:6][CH:5]=[C:4]([C:8]([CH3:10])=[CH2:9])[N:3]=1.C[N+]1([O-])CC[O:15]CC1.S(S([O-])=O)([O-])=O.[OH2:25], predict the reaction product. The product is: [Br:1][C:2]1[N:3]=[C:4]([C:8]([OH:15])([CH3:10])[CH2:9][OH:25])[CH:5]=[CH:6][CH:7]=1.